Binary Classification. Given a miRNA mature sequence and a target amino acid sequence, predict their likelihood of interaction. From a dataset of Experimentally validated miRNA-target interactions with 360,000+ pairs, plus equal number of negative samples. (1) Result: 0 (no interaction). The miRNA is mmu-miR-5135 with sequence AGGUCUAGGUGGCAAGGGCGUCCU. The protein sequence of the target gene is MSPTISHKDSSRQRRSGMFSHALDMKSGPLPPGGWDDSRRDSVGGEGDREVLLGDAGPGDLPKAPRSYRSELSSILLLLFLYVLQGIPLGLAGSIPLILQSKNVSYTDQAFFSFVFWPFSLKLLWAPLVDAVYFKNFGRRKSWLVPTQYTLGIFMIYLSTQVDRLLGNIDGRTPDVVALTVTFFLFEFLAATQDIAVDGWALTMLSRENVGYASTCNSVGQTAGYFLGNVLFLALESADFCNKYLRFQPQPRGIVTLSDFLFFWGTVFLITTTLVALLKKENREASIVKEETQGITDTYK.... (2) The miRNA is hsa-miR-3915 with sequence UUGAGGAAAAGAUGGUCUUAUU. The protein sequence of the target gene is MAEASFGSSSPVGSLSSEDHDFDPTAEMLVHDYDDERTLEEEEMMDEGKNFSSEIEDLEKEGTMPLEDLLAFYGYEPTIPAVANSSANSSPSELADELPDMTLDKEEIAKDLLSGDDEETQSSADDLTPSVTSHETSDFFPRPLRSNTACDGDKESEVEDVETDSGNSPEDLRKEIMIGLQYQAEIPPYLGEYDGNEKVYENEDQLLWCPDVVLESKVKEYLVETSLRTGSEKIMDRISAGTHTRDNEQALYELLKCNHNIKEAIERYCCNGKASQEGMTAWTEEECRSFEHALMLFGKD.... Result: 1 (interaction). (3) The miRNA is mmu-miR-501-5p with sequence AAUCCUUUGUCCCUGGGUGAAA. The protein sequence of the target gene is MAWQVSLLELEDWLQCPICLEVFKEPLMLQCGHSYCKGCLVSLSCHLDAELRCPVCRQAVDGSSSLPNVSLARVIEALRLPGDPEPKVCVHHRNPLSLFCEKDQELICGLCGLLGSHQHHPVTPVSTVYSRMKEELAALISELKQEQKKVDELIAKLVNNRTRIVNESDVFSWVIRREFQELHHLVDEEKARCLEGIGGHTRGLVASLDMQLEQAQGTRERLAQAECVLEQFGNEDHHKFIRKFHSMASRAEMPQARPLEGAFSPISFKPGLHQADIKLTVWKRLFRKVLPAPEPLKLDP.... Result: 0 (no interaction). (4) The miRNA is hsa-miR-335-5p with sequence UCAAGAGCAAUAACGAAAAAUGU. The protein sequence of the target gene is MGAQGAQESIKAMWRVPGTTRRPVTGESPGMHRPEAMLLLLTLALLGGPTWAGKMYGPGGGKYFSTTEDYDHEITGLRVSVGLLLVKSVQVKLGDSWDVKLGALGGNTQEVTLQPGEYITKVFVAFQAFLRGMVMYTSKDRYFYFGKLDGQISSAYPSQEGQVLVGIYGQYQLLGIKSIGFEWNYPLEEPTTEPPVNLTYSANSPVGR. Result: 1 (interaction). (5) The miRNA is mmu-miR-33-3p with sequence CAAUGUUUCCACAGUGCAUCAC. The protein sequence of the target gene is MEQTDCKPYQPLPKVKHEMDLAYTSSSDESEDGRKPRQSYNSRETLHEYNQELRMNYNSQSRKRKEVEKSTQEMEFCETSHTLCSGYQTDMHSVSRHGYQLEMGSDVDTETEGAASPDHALRMWIRGMKSEHSSCLSSRANSALSLTDTDHERKSDGENGFKFSPVCCDMEAQAGSTQDVQSSPHNQFTFRPLPPPPPPPHACTCARKPPPAADSLQRRSMTTRSQPSPAAPAPPTSTQDSVHLHNSWVLNSNIPLETRHFLFKHGSGSSAIFSAASQNYPLTSNTVYSPPPRPLPRSTF.... Result: 0 (no interaction). (6) The miRNA is hsa-miR-384 with sequence AUUCCUAGAAAUUGUUCAUA. The protein sequence of the target gene is MFAAATKSFVKQVGDGGRLVPVPSLSEADKYQPLSLVVKKKRCFLFPRYKFTSTPFTLKDILLGDREISAGISSYQLLNYEDESDVSLYGRRGNHIVNDVGINVAGSDSIAVKASFGIVTKHEVEVSTLLKEITTRKINFDHSLIRQSRSSRKAVLCVVMESIRTTRQCSLSVHAGIRGEAMRFHFMDEQNPKGRDKAIVFPAHTTIAFSVFELFIYLDGAFDLCVTSVSKGGFEREETATFALLYRLRNILFERNRRVMDVISRSQLYLDDLFSDYYDKPLSMTDISLKEGTHIRVNLL.... Result: 0 (no interaction). (7) The miRNA is hsa-miR-651-3p with sequence AAAGGAAAGUGUAUCCUAAAAG. The protein sequence of the target gene is MSFDPNLLHNNGHNGYPNGTSAALRETGVIEKLLTSYGFIQCSERQARLFFHCSQYNGNLQDLKVGDDVEFEVSSDRRTGKPIAVKLVKIKQEILPEERMNGQVVCAVPHNLESKSPAAPGQSPTGSVCYERNGEVFYLTYTPEDVEGNVQLETGDKINFVIDNNKHTGAVSARNIMLLKKKQARCQGVVCAMKEAFGFIERGDVVKEIFFHYSEFKGDLETLQPGDDVEFTIKDRNGKEVATDVRLLPQGTVIFEDISIEHFEGTVTKVIPKVPSKNQNDPLPGRIKVDFVIPKELPFG.... Result: 1 (interaction). (8) The miRNA is hsa-miR-4704-5p with sequence GACACUAGGCAUGUGAGUGAUU. The protein sequence of the target gene is MCNPEEAALLRLEEVFSATLAHVNSLVLQPLLPAAPDPSDPWGRECLRLLQQLHKSSQQLWEVTEESLHSLQERLRYPDSTGLESLLLLRGADRVLQAHIEYIESYTSCMVVQAFQKAAKRRSEYWRGQRKALRQLLSGVSSEGSVGASLGQALHQPLAHHVQQYVLLLLSLGDTIGEHHPTRELVVNAVTLFGNLQSFMKQELDQAVATQALWHTLRGRLRDVLCTPAHRLLQDSQDVPVTVAPLRAERVLLFDDALVLLQGHNVHTFDLKLVWVDPGQDGCTFHLLTPEEEFSFCAKD.... Result: 0 (no interaction). (9) The miRNA is hsa-miR-186-3p with sequence GCCCAAAGGUGAAUUUUUUGGG. The protein sequence of the target gene is MMMDLFETGSYFFYLDGENVTLQPLEVAEGSPLYPGSDGTLSPCQDQMPQEAGSDSSGEEHVLAPPGLQPPHCPGQCLIWACKTCKRKSAPTDRRKAATLRERRRLKKINEAFEALKRRTVANPNQRLPKVEILRSAISYIERLQDLLHRLDQQEKMQELGVDPYSYKPKQEILEGADFLRTCSPQWPSVSDHSRGLVITAKEGGANVDASASSSLQRLSSIVDSISSEERKLPSVEEVVEK. Result: 0 (no interaction). (10) Result: 1 (interaction). The protein sequence of the target gene is MRYILDIKMEIVQEILDQLYRKVLLGTTLEDDVHGYIFYLNPDLSEQDGCPAFPVAQSNASGVLDGMAGQHGPSSHEVATLPGAQECPKRQLQMDRTREMKLLQLTVIDTMLSQVLSDETETHAKEGYRELTEVLLQSVELDSKLMRMLQNSDKLLSHMAAKCLASLLYFQLREKVRSQHKMLSNSWVTFCQKHLSESSESGEAVRCLWILTAVIKEILKDTHSQRAESLKQLLTPFDITFEVFYNSLFSQHFGDFQSPSNLASSLMCFLELLELLVASRIHLKLHFRSQRMLFLKPHAL.... The miRNA is mmu-let-7e-5p with sequence UGAGGUAGGAGGUUGUAUAGUU.